This data is from NCI-60 drug combinations with 297,098 pairs across 59 cell lines. The task is: Regression. Given two drug SMILES strings and cell line genomic features, predict the synergy score measuring deviation from expected non-interaction effect. (1) Drug 1: C1CN1P(=S)(N2CC2)N3CC3. Cell line: MDA-MB-435. Drug 2: COC1=NC(=NC2=C1N=CN2C3C(C(C(O3)CO)O)O)N. Synergy scores: CSS=5.15, Synergy_ZIP=-1.74, Synergy_Bliss=-1.70, Synergy_Loewe=0.697, Synergy_HSA=-0.926. (2) Drug 1: CCCCCOC(=O)NC1=NC(=O)N(C=C1F)C2C(C(C(O2)C)O)O. Drug 2: CN(C(=O)NC(C=O)C(C(C(CO)O)O)O)N=O. Cell line: HOP-92. Synergy scores: CSS=7.08, Synergy_ZIP=-2.17, Synergy_Bliss=0.863, Synergy_Loewe=3.14, Synergy_HSA=2.88. (3) Drug 1: CC1=C2C(C(=O)C3(C(CC4C(C3C(C(C2(C)C)(CC1OC(=O)C(C(C5=CC=CC=C5)NC(=O)OC(C)(C)C)O)O)OC(=O)C6=CC=CC=C6)(CO4)OC(=O)C)O)C)O. Drug 2: B(C(CC(C)C)NC(=O)C(CC1=CC=CC=C1)NC(=O)C2=NC=CN=C2)(O)O. Cell line: ACHN. Synergy scores: CSS=36.3, Synergy_ZIP=-0.538, Synergy_Bliss=0.0287, Synergy_Loewe=-1.75, Synergy_HSA=-0.540. (4) Drug 1: C1CN(P(=O)(OC1)NCCCl)CCCl. Drug 2: CC12CCC3C(C1CCC2OP(=O)(O)O)CCC4=C3C=CC(=C4)OC(=O)N(CCCl)CCCl.[Na+]. Cell line: NCI-H322M. Synergy scores: CSS=7.91, Synergy_ZIP=-1.38, Synergy_Bliss=1.62, Synergy_Loewe=-0.970, Synergy_HSA=-0.386. (5) Drug 1: CCCCC(=O)OCC(=O)C1(CC(C2=C(C1)C(=C3C(=C2O)C(=O)C4=C(C3=O)C=CC=C4OC)O)OC5CC(C(C(O5)C)O)NC(=O)C(F)(F)F)O. Drug 2: CC1CCCC2(C(O2)CC(NC(=O)CC(C(C(=O)C(C1O)C)(C)C)O)C(=CC3=CSC(=N3)C)C)C. Cell line: RXF 393. Synergy scores: CSS=30.6, Synergy_ZIP=-3.24, Synergy_Bliss=-1.68, Synergy_Loewe=-11.2, Synergy_HSA=1.48.